From a dataset of Forward reaction prediction with 1.9M reactions from USPTO patents (1976-2016). Predict the product of the given reaction. (1) Given the reactants [CH3:1][O:2][C:3]1[CH:28]=[CH:27][C:26]([N:29]2[CH:33]=[N:32][N:31]=[N:30]2)=[CH:25][C:4]=1[C:5]([N:7]1[CH2:11][CH2:10][C:9]([C:19]2[CH:24]=[CH:23][CH:22]=[CH:21][CH:20]=2)([CH2:12][CH2:13]OS(C)(=O)=O)[CH2:8]1)=[O:6].I.[CH2:35]([N:39]1[C:43]2[CH:44]=[CH:45][CH:46]=[CH:47][C:42]=2[N:41]=[C:40]1[N:48]1[CH2:54][CH2:53][CH2:52][NH:51][CH2:50][CH2:49]1)[CH:36]=[CH:37][CH3:38], predict the reaction product. The product is: [CH3:1][O:2][C:3]1[CH:28]=[CH:27][C:26]([N:29]2[CH:33]=[N:32][N:31]=[N:30]2)=[CH:25][C:4]=1[C:5]([N:7]1[CH2:11][CH2:10][C:9]([CH2:12][CH2:13][N:51]2[CH2:52][CH2:53][CH2:54][N:48]([C:40]3[N:39]([CH2:35][CH:36]=[CH:37][CH3:38])[C:43]4[CH:44]=[CH:45][CH:46]=[CH:47][C:42]=4[N:41]=3)[CH2:49][CH2:50]2)([C:19]2[CH:20]=[CH:21][CH:22]=[CH:23][CH:24]=2)[CH2:8]1)=[O:6]. (2) The product is: [CH2:16]([O:18][C:19](=[O:41])[C:20]([O:23][C:24]1[CH:29]=[CH:28][C:27]([O:30][C:31]2[CH:36]=[C:35]([CH2:37][NH2:38])[CH:34]=[CH:33][C:32]=2[CH3:39])=[CH:26][C:25]=1[CH3:40])([CH3:21])[CH3:22])[CH3:17]. Given the reactants O(C1C=CC=CC=1C#N)C1C=CC=CC=1.[CH2:16]([O:18][C:19](=[O:41])[C:20]([O:23][C:24]1[CH:29]=[CH:28][C:27]([O:30][C:31]2[CH:36]=[C:35]([C:37]#[N:38])[CH:34]=[CH:33][C:32]=2[CH3:39])=[CH:26][C:25]=1[CH3:40])([CH3:22])[CH3:21])[CH3:17], predict the reaction product. (3) Given the reactants [Cl:1][C:2]1[CH:3]=[CH:4][C:5]2[C:14]([CH:15]=1)=[N:13][C:12]([CH3:16])=[C:11]1[C:6]=2[CH:7]=[CH:8][CH:9]=[CH:10]1.[BH4-].[Na+].FC(F)(F)C(O)=O.C(=O)(O)[O-].[Na+].C(OC(=O)[O:35][C:36]1[CH:41]=[CH:40][C:39]([S:42](Cl)(=[O:44])=[O:43])=[CH:38][CH:37]=1)C.[OH-].[Na+], predict the reaction product. The product is: [Cl:1][C:2]1[CH:3]=[CH:4][C:5]2[C:6]3[C:11]([CH:12]([CH3:16])[N:13]([S:42]([C:39]4[CH:40]=[CH:41][C:36]([OH:35])=[CH:37][CH:38]=4)(=[O:44])=[O:43])[C:14]=2[CH:15]=1)=[CH:10][CH:9]=[CH:8][CH:7]=3. (4) The product is: [O:18]([CH2:17][C:15]1[O:16][C:12]([C:10]([OH:11])=[O:9])=[C:13]([CH2:25][CH2:26][NH:27][C@H:28]([CH3:33])[C:29]([CH3:30])([CH3:31])[CH3:32])[N:14]=1)[C:19]1[CH:24]=[CH:23][CH:22]=[CH:21][CH:20]=1. Given the reactants C([O-])([O-])=O.[Na+].[Na+].C([O:9][C:10]([C:12]1[O:16][C:15]([CH2:17][O:18][C:19]2[CH:24]=[CH:23][CH:22]=[CH:21][CH:20]=2)=[N:14][C:13]=1[CH2:25][CH2:26][NH:27][C@H:28]([CH3:33])[C:29]([CH3:32])([CH3:31])[CH3:30])=[O:11])C.CC(C)=O.O, predict the reaction product. (5) Given the reactants C(=O)([O-])[O-].[K+].[K+].[CH2:7]([O:14][C:15]([N:17]1[CH2:22][CH2:21][NH:20][C@@H:19]([CH3:23])[CH2:18]1)=[O:16])[C:8]1[CH:13]=[CH:12][CH:11]=[CH:10][CH:9]=1.[CH:24](I)([CH3:26])[CH3:25], predict the reaction product. The product is: [CH3:25][CH:24]([N:20]1[CH2:21][CH2:22][N:17]([C:15]([O:14][CH2:7][C:8]2[CH:9]=[CH:10][CH:11]=[CH:12][CH:13]=2)=[O:16])[CH2:18][C@@H:19]1[CH3:23])[CH3:26]. (6) Given the reactants [CH2:1]([NH:3][C:4](=[O:44])[NH:5][C:6]1[N:11]=[CH:10][C:9]([C:12]2[CH:13]=[C:14]3[C:19](=[CH:20][CH:21]=2)[N:18]([C@@H:22]([CH2:25][CH:26]([CH3:28])[CH3:27])[CH2:23][OH:24])[CH:17]=[C:16]([C:29]([O:31]CC)=O)[C:15]3=[O:34])=[C:8]([C:35]2[S:36][CH:37]=[C:38]([C:40]([F:43])([F:42])[F:41])[N:39]=2)[CH:7]=1)[CH3:2].[CH3:45][NH2:46].C(O)C, predict the reaction product. The product is: [CH2:1]([NH:3][C:4](=[O:44])[NH:5][C:6]1[N:11]=[CH:10][C:9]([C:12]2[CH:13]=[C:14]3[C:19](=[CH:20][CH:21]=2)[N:18]([C@@H:22]([CH2:25][CH:26]([CH3:27])[CH3:28])[CH2:23][OH:24])[CH:17]=[C:16]([C:29]([NH:46][CH3:45])=[O:31])[C:15]3=[O:34])=[C:8]([C:35]2[S:36][CH:37]=[C:38]([C:40]([F:42])([F:41])[F:43])[N:39]=2)[CH:7]=1)[CH3:2]. (7) Given the reactants [H-].[Na+].[CH:3]1[C:8]2[CH2:9][CH2:10][CH2:11][CH2:12][CH2:13][C:14](=[O:15])[C:7]=2[CH:6]=[CH:5][CH:4]=1.Cl.[C:17](=O)([O:20]C)[O:18][CH3:19], predict the reaction product. The product is: [CH3:19][O:18][C:17]([CH:13]1[CH2:12][CH2:11][CH2:10][CH2:9][C:8]2[CH:3]=[CH:4][CH:5]=[CH:6][C:7]=2[C:14]1=[O:15])=[O:20].